Dataset: Full USPTO retrosynthesis dataset with 1.9M reactions from patents (1976-2016). Task: Predict the reactants needed to synthesize the given product. Given the product [CH2:1]([C:5]1[N:6]=[C:7]([CH3:34])[N:8]([C:27]2[N:32]=[CH:31][C:30]([O:33][CH2:44][CH2:43][C:40]3[CH:39]=[CH:38][C:37]([CH2:35][CH3:36])=[CH:42][N:41]=3)=[CH:29][N:28]=2)[C:9](=[O:26])[C:10]=1[CH2:11][C:12]1[CH:13]=[CH:14][C:15]([C:18]2[C:19]([C:24]#[N:25])=[CH:20][CH:21]=[CH:22][CH:23]=2)=[CH:16][CH:17]=1)[CH2:2][CH2:3][CH3:4], predict the reactants needed to synthesize it. The reactants are: [CH2:1]([C:5]1[N:6]=[C:7]([CH3:34])[N:8]([C:27]2[N:32]=[CH:31][C:30]([OH:33])=[CH:29][N:28]=2)[C:9](=[O:26])[C:10]=1[CH2:11][C:12]1[CH:17]=[CH:16][C:15]([C:18]2[C:19]([C:24]#[N:25])=[CH:20][CH:21]=[CH:22][CH:23]=2)=[CH:14][CH:13]=1)[CH2:2][CH2:3][CH3:4].[CH2:35]([C:37]1[CH:38]=[CH:39][C:40]([CH2:43][CH2:44]O)=[N:41][CH:42]=1)[CH3:36].C1(P(C2C=CC=CC=2)C2C=CC=CC=2)C=CC=CC=1.C(OC(N=NC(OCC)=O)=O)C.